From a dataset of Catalyst prediction with 721,799 reactions and 888 catalyst types from USPTO. Predict which catalyst facilitates the given reaction. Reactant: [Br:1][C:2]1[CH:7]=[CH:6][C:5]([SH:8])=[CH:4][CH:3]=1.[H-].[Na+].Br[CH2:12][CH2:13][O:14][CH3:15]. Product: [Br:1][C:2]1[CH:7]=[CH:6][C:5]([S:8][CH2:12][CH2:13][O:14][CH3:15])=[CH:4][CH:3]=1. The catalyst class is: 18.